Task: Predict the product of the given reaction.. Dataset: Forward reaction prediction with 1.9M reactions from USPTO patents (1976-2016) Given the reactants [CH3:1][O:2][C:3]1[CH:4]=[C:5]([CH:9]2[CH2:13][CH2:12][CH2:11][CH:10]2[OH:14])[CH:6]=[CH:7][CH:8]=1.[Cr](Cl)(O)(=O)=O.N1C=CC=CC=1, predict the reaction product. The product is: [CH3:1][O:2][C:3]1[CH:4]=[C:5]([CH:9]2[CH2:13][CH2:12][CH2:11][C:10]2=[O:14])[CH:6]=[CH:7][CH:8]=1.